Predict the product of the given reaction. From a dataset of Forward reaction prediction with 1.9M reactions from USPTO patents (1976-2016). Given the reactants [C:1](=[O:4])(O)[O-].[Na+].Cl.Cl.[NH2:8][CH2:9][CH2:10][NH:11][C:12]1[CH:17]=[C:16]([NH:18][C:19]2[CH:24]=[N:23][CH:22]=[CH:21][N:20]=2)[N:15]=[C:14]([NH:25][C@H:26]([C:28]2[CH:33]=[CH:32][C:31]([F:34])=[CH:30][CH:29]=2)[CH3:27])[N:13]=1.[CH:35](Cl)(Cl)Cl, predict the reaction product. The product is: [F:34][C:31]1[CH:30]=[CH:29][C:28]([C@@H:26]([NH:25][C:14]2[N:13]=[C:12]([NH:11][CH2:10][CH2:9][NH:8][C:1](=[O:4])[CH3:35])[CH:17]=[C:16]([NH:18][C:19]3[CH:24]=[N:23][CH:22]=[CH:21][N:20]=3)[N:15]=2)[CH3:27])=[CH:33][CH:32]=1.